From a dataset of Peptide-MHC class II binding affinity with 134,281 pairs from IEDB. Regression. Given a peptide amino acid sequence and an MHC pseudo amino acid sequence, predict their binding affinity value. This is MHC class II binding data. (1) The binding affinity (normalized) is 0.318. The peptide sequence is VTEFACVVAEAVVKT. The MHC is DRB1_0401 with pseudo-sequence DRB1_0401. (2) The peptide sequence is FNIQYVNYWFAPGAA. The MHC is HLA-DPA10103-DPB10401 with pseudo-sequence HLA-DPA10103-DPB10401. The binding affinity (normalized) is 0.130.